Dataset: Reaction yield outcomes from USPTO patents with 853,638 reactions. Task: Predict the reaction yield, written as a fraction of the theoretical maximum amount of product (1.0 means a 100% yield; for example, 0.34 means a 34% yield). The reactants are C(N[CH:5]([CH3:7])[CH3:6])(C)C.[Li]CCCC.CCCCCC.[CH3:19][C:20]1[CH:21]([C:28](=[O:30])C)[C:22]2([CH2:25][CH2:26][CH:27]=1)[CH2:24][CH2:23]2.C(=O)C.Cl.[Na+].[Cl-].C([O-])(O)=O.[Na+]. The catalyst is C1COCC1.O.C1(C)C=CC(S(O)(=O)=O)=CC=1. The product is [CH3:19][C:20]1[CH:21]([C:28](=[O:30])/[CH:7]=[CH:5]/[CH3:6])[C:22]2([CH2:25][CH2:26][CH:27]=1)[CH2:23][CH2:24]2. The yield is 0.640.